This data is from Full USPTO retrosynthesis dataset with 1.9M reactions from patents (1976-2016). The task is: Predict the reactants needed to synthesize the given product. (1) The reactants are: [OH:1][C:2]1[CH:9]=[CH:8][C:5]([CH:6]=[O:7])=[CH:4][CH:3]=1.Cl[CH2:11][CH2:12][CH2:13]Br.[CH3:15][C@H:16]1[CH2:21][CH2:20][CH2:19][NH:18][CH2:17]1. Given the product [CH3:15][C@H:16]1[CH2:21][CH2:20][CH2:19][N:18]([CH2:11][CH2:12][CH2:13][O:1][C:2]2[CH:9]=[CH:8][C:5]([CH:6]=[O:7])=[CH:4][CH:3]=2)[CH2:17]1, predict the reactants needed to synthesize it. (2) The reactants are: [CH3:1][S:2]([C:5]1[CH:10]=[CH:9][C:8]([OH:11])=[CH:7][CH:6]=1)(=[O:4])=[O:3].Cl[C:13]1[N:18]=[CH:17][N:16]=[C:15]2[N:19]([CH:22]3[CH2:27][CH2:26][N:25]([C:28]4[O:32][N:31]=[C:30]([CH:33]([CH3:35])[CH3:34])[N:29]=4)[CH2:24][CH2:23]3)[N:20]=[CH:21][C:14]=12.C(=O)([O-])[O-].[K+].[K+]. Given the product [CH3:1][S:2]([C:5]1[CH:10]=[CH:9][C:8]([O:11][C:21]2[C:14]3[C:15](=[N:16][CH:17]=[N:18][CH:13]=3)[N:19]([CH:22]3[CH2:23][CH2:24][N:25]([C:28]4[O:32][N:31]=[C:30]([CH:33]([CH3:35])[CH3:34])[N:29]=4)[CH2:26][CH2:27]3)[N:20]=2)=[CH:7][CH:6]=1)(=[O:3])=[O:4], predict the reactants needed to synthesize it. (3) The reactants are: [F:1][C:2]1[CH:3]=[C:4]([CH:8]=[C:9]([F:21])[C:10]=1[NH:11][CH2:12][C:13]1[CH:18]=[CH:17][C:16]([O:19][CH3:20])=[CH:15][CH:14]=1)[C:5]([OH:7])=O.[NH:22]1[CH2:27][CH2:26][O:25][CH2:24][CH2:23]1. Given the product [F:21][C:9]1[CH:8]=[C:4]([C:5]([N:22]2[CH2:27][CH2:26][O:25][CH2:24][CH2:23]2)=[O:7])[CH:3]=[C:2]([F:1])[C:10]=1[NH:11][CH2:12][C:13]1[CH:18]=[CH:17][C:16]([O:19][CH3:20])=[CH:15][CH:14]=1, predict the reactants needed to synthesize it. (4) The reactants are: S([O:8][S:9]([C:12]([F:15])([F:14])[F:13])(=[O:11])=[O:10])(C(F)(F)F)(=O)=O.[C:16]12([C:26]3[N:27]=[C:28]4[N:32]([CH:33]=3)[C:31](=O)[CH2:30][S:29]4)[CH2:25][CH:20]3[CH2:21][CH:22]([CH2:24][CH:18]([CH2:19]3)[CH2:17]1)[CH2:23]2. Given the product [C:16]12([C:26]3[N:27]=[C:28]4[N:32]([CH:33]=3)[C:31]([O:8][S:9]([C:12]([F:13])([F:14])[F:15])(=[O:10])=[O:11])=[CH:30][S:29]4)[CH2:25][CH:20]3[CH2:19][CH:18]([CH2:24][CH:22]([CH2:21]3)[CH2:23]1)[CH2:17]2, predict the reactants needed to synthesize it. (5) Given the product [Br:1][C:2]1[CH:7]=[N:6][C:5]2[C:8]3[CH:13]=[CH:12][C:11]([CH2:14][C:15]([O:17][CH2:18][CH3:19])=[O:16])=[CH:10][C:9]=3[NH:20][C:4]=2[CH:3]=1, predict the reactants needed to synthesize it. The reactants are: [Br:1][C:2]1[CH:3]=[C:4]([N+:20]([O-])=O)[C:5]([C:8]2[CH:13]=[CH:12][C:11]([CH2:14][C:15]([O:17][CH2:18][CH3:19])=[O:16])=[CH:10][CH:9]=2)=[N:6][CH:7]=1.CCN(CCOC1C=CC(CC2C=CC=CC=2)=CC=1)CC.Cl. (6) The reactants are: [F:1][C:2]1[CH:7]=[CH:6][CH:5]=[CH:4][C:3]=1[C@H:8]([NH2:10])[CH3:9].[CH:11]([CH:13]1[CH2:15][CH:14]1[C:16]([O:18][CH2:19][CH3:20])=[O:17])=O.[BH-](OC(C)=O)(OC(C)=O)OC(C)=O.[Na+]. Given the product [F:1][C:2]1[CH:7]=[CH:6][CH:5]=[CH:4][C:3]=1[C@H:8]([NH:10][CH2:11][CH:13]1[CH2:15][CH:14]1[C:16]([O:18][CH2:19][CH3:20])=[O:17])[CH3:9], predict the reactants needed to synthesize it.